This data is from Catalyst prediction with 721,799 reactions and 888 catalyst types from USPTO. The task is: Predict which catalyst facilitates the given reaction. Reactant: [C:1]([O:5][C:6](=[O:15])[NH:7][C:8]1[CH:13]=[CH:12][C:11]([OH:14])=[CH:10][CH:9]=1)([CH3:4])([CH3:3])[CH3:2].[CH3:16][C:17]1[O:21][C:20]([C:22]2[CH:27]=[CH:26][CH:25]=[CH:24][CH:23]=2)=[N:19][C:18]=1[CH2:28][CH2:29]O.C1(P(C2C=CC=CC=2)C2C=CC=CC=2)C=CC=CC=1.N(C(OC(C)C)=O)=NC(OC(C)C)=O. Product: [C:1]([O:5][C:6](=[O:15])[NH:7][C:8]1[CH:9]=[CH:10][C:11]([O:14][CH2:29][CH2:28][C:18]2[N:19]=[C:20]([C:22]3[CH:27]=[CH:26][CH:25]=[CH:24][CH:23]=3)[O:21][C:17]=2[CH3:16])=[CH:12][CH:13]=1)([CH3:4])([CH3:2])[CH3:3]. The catalyst class is: 1.